Dataset: Catalyst prediction with 721,799 reactions and 888 catalyst types from USPTO. Task: Predict which catalyst facilitates the given reaction. (1) Product: [Cl:1][C:2]1[C:3]([F:44])=[C:4]([CH:41]=[CH:42][CH:43]=1)[CH2:5][NH:6][C:7]([C@@H:9]1[CH2:13][C@@H:12]([F:14])[CH2:11][N:10]1[C:15](=[O:40])[CH2:16][N:17]1[C:25]2[C:20](=[CH:21][CH:22]=[C:23]([P:26](=[O:27])([OH:30])[OH:33])[CH:24]=2)[C:19]([C:34](=[O:39])[C:35]([F:36])([F:38])[F:37])=[CH:18]1)=[O:8]. The catalyst class is: 4. Reactant: [Cl:1][C:2]1[C:3]([F:44])=[C:4]([CH:41]=[CH:42][CH:43]=1)[CH2:5][NH:6][C:7]([C@@H:9]1[CH2:13][C@@H:12]([F:14])[CH2:11][N:10]1[C:15](=[O:40])[CH2:16][N:17]1[C:25]2[C:20](=[CH:21][CH:22]=[C:23]([P:26](=[O:33])([O:30]CC)[O:27]CC)[CH:24]=2)[C:19]([C:34](=[O:39])[C:35]([F:38])([F:37])[F:36])=[CH:18]1)=[O:8].C[Si](Br)(C)C. (2) Reactant: Cl[C:2]1[C:8]2[CH:9]=[CH:10][CH:11]=[CH:12][C:7]=2[S:6][C:5]2[CH:13]=[CH:14][C:15]([C:17](=[O:22])[CH2:18][CH2:19][CH2:20][CH3:21])=[CH:16][C:4]=2[N:3]=1.C1COCC1.[CH:28]1([Mg]Cl)[CH2:33][CH2:32][CH2:31][CH2:30][CH2:29]1. Product: [CH:28]1([C:2]2[C:8]3[CH:9]=[CH:10][CH:11]=[CH:12][C:7]=3[S:6][C:5]3[CH:13]=[CH:14][C:15]([C:17](=[O:22])[CH2:18][CH2:19][CH2:20][CH3:21])=[CH:16][C:4]=3[N:3]=2)[CH2:33][CH2:32][CH2:31][CH2:30][CH2:29]1. The catalyst class is: 60. (3) Reactant: [C:1]1([C:7]2[NH:8][O:9][C:10](=[S:12])[N:11]=2)[CH:6]=[CH:5][CH:4]=[CH:3][CH:2]=1.CCN(C(C)C)C(C)C.Br[CH2:23][CH2:24][CH2:25][OH:26]. Product: [C:1]1([C:7]2[N:11]=[C:10]([S:12][CH2:23][CH2:24][CH2:25][OH:26])[O:9][N:8]=2)[CH:2]=[CH:3][CH:4]=[CH:5][CH:6]=1. The catalyst class is: 1. (4) Reactant: [CH2:1]1[CH:3]([C:4]([NH2:6])=[NH:5])[CH2:2]1.Cl.[CH2:8]([O:10][C:11](=[O:19])[C:12](=O)/[CH:13]=[CH:14]/OCC)[CH3:9].[O-]CC.[Na+]. The catalyst class is: 8. Product: [CH2:8]([O:10][C:11]([C:12]1[CH:13]=[CH:14][N:6]=[C:4]([CH:3]2[CH2:2][CH2:1]2)[N:5]=1)=[O:19])[CH3:9].